Dataset: Reaction yield outcomes from USPTO patents with 853,638 reactions. Task: Predict the reaction yield, written as a fraction of the theoretical maximum amount of product (1.0 means a 100% yield; for example, 0.34 means a 34% yield). (1) The reactants are [Cl:1][C:2]1[S:6][C:5]([C:7]([O:9]C)=[O:8])=[CH:4][C:3]=1[C:11]1[N:15]([CH3:16])[N:14]=[CH:13][C:12]=1[CH3:17].[OH-].[Na+]. The catalyst is O1CCCC1. The product is [Cl:1][C:2]1[S:6][C:5]([C:7]([OH:9])=[O:8])=[CH:4][C:3]=1[C:11]1[N:15]([CH3:16])[N:14]=[CH:13][C:12]=1[CH3:17]. The yield is 0.950. (2) The reactants are [CH3:1][O:2][C:3]1[CH:4]=[C:5]2[C:10](=[CH:11][C:12]=1[N+:13]([O-:15])=[O:14])[C:9](=O)[NH:8][CH2:7][CH2:6]2.CO. The catalyst is C1COCC1. The product is [CH3:1][O:2][C:3]1[CH:4]=[C:5]2[C:10](=[CH:11][C:12]=1[N+:13]([O-:15])=[O:14])[CH2:9][NH:8][CH2:7][CH2:6]2. The yield is 0.845.